Predict the reactants needed to synthesize the given product. From a dataset of Full USPTO retrosynthesis dataset with 1.9M reactions from patents (1976-2016). (1) Given the product [NH:29]1[CH2:30][CH2:31][N:27]=[C:28]1[C:36]1[CH:37]=[CH:38][C:39]([CH2:46][CH2:47][NH:48][C:21]([C:19]2[S:18][N:17]=[C:16]([CH2:15][N:13]([S:10]([C:6]3[C:7]([CH3:9])=[CH:8][C:3]([O:2][CH3:1])=[CH:4][C:5]=3[CH3:24])(=[O:11])=[O:12])[CH3:14])[N:20]=2)=[O:23])=[CH:40][CH:41]=1, predict the reactants needed to synthesize it. The reactants are: [CH3:1][O:2][C:3]1[CH:8]=[C:7]([CH3:9])[C:6]([S:10]([N:13]([CH2:15][C:16]2[N:20]=[C:19]([C:21]([OH:23])=O)[S:18][N:17]=2)[CH3:14])(=[O:12])=[O:11])=[C:5]([CH3:24])[CH:4]=1.CC[N:27]=[C:28]=[N:29][CH2:30][CH2:31]CN(C)C.[CH:36]1[CH:37]=[CH:38][C:39]2N(O)N=N[C:40]=2[CH:41]=1.[CH3:46][CH2:47][N:48](C(C)C)C(C)C. (2) Given the product [CH2:13]([O:15][C:16](=[O:41])[C:17]([O:36][CH2:37][CH2:38][CH2:39][CH3:40])([CH3:35])[CH2:18][C:19]1[CH:20]=[CH:21][C:22]([O:25][CH2:26][CH2:27][CH:28]2[CH2:32][N:31]([CH2:6][C:5]3[CH:8]=[CH:9][CH:10]=[C:3]([C:2]([F:12])([F:11])[F:1])[CH:4]=3)[C:30](=[O:33])[N:29]2[CH3:34])=[CH:23][CH:24]=1)[CH3:14], predict the reactants needed to synthesize it. The reactants are: [F:1][C:2]([F:12])([F:11])[C:3]1[CH:4]=[C:5]([CH:8]=[CH:9][CH:10]=1)[CH2:6]Br.[CH2:13]([O:15][C:16](=[O:41])[C:17]([O:36][CH2:37][CH2:38][CH2:39][CH3:40])([CH3:35])[CH2:18][C:19]1[CH:24]=[CH:23][C:22]([O:25][CH2:26][CH2:27][CH:28]2[CH2:32][NH:31][C:30](=[O:33])[N:29]2[CH3:34])=[CH:21][CH:20]=1)[CH3:14].[H-].[Na+]. (3) Given the product [N:1]1([C:6]2[CH:14]=[CH:13][CH:12]=[CH:11][C:7]=2[C:8]([NH2:19])=[O:9])[CH:5]=[N:4][N:3]=[N:2]1, predict the reactants needed to synthesize it. The reactants are: [N:1]1([C:6]2[CH:14]=[CH:13][CH:12]=[CH:11][C:7]=2[C:8](O)=[O:9])[CH:5]=[N:4][N:3]=[N:2]1.[Cl-].[NH4+].CC[N:19]=C=NCCCN(C)C.Cl.C(N(C(C)C)CC)(C)C.ON1C2N=CC=CC=2N=N1.